Dataset: Full USPTO retrosynthesis dataset with 1.9M reactions from patents (1976-2016). Task: Predict the reactants needed to synthesize the given product. (1) Given the product [Cl:33][C:30]1[CH:29]=[CH:28][C:27]([C:25]2[CH:24]=[C:23]([CH3:34])[N:22]=[C:21]([C:19]3[CH:18]=[CH:17][N:16]=[C:15]([C:11]4[CH:10]=[C:9]([S:6]([NH2:5])(=[O:7])=[O:8])[CH:14]=[CH:13][CH:12]=4)[CH:20]=3)[N:26]=2)=[CH:32][CH:31]=1, predict the reactants needed to synthesize it. The reactants are: C([NH:5][S:6]([C:9]1[CH:14]=[CH:13][CH:12]=[C:11]([C:15]2[CH:20]=[C:19]([C:21]3[N:26]=[C:25]([C:27]4[CH:32]=[CH:31][C:30]([Cl:33])=[CH:29][CH:28]=4)[CH:24]=[C:23]([CH3:34])[N:22]=3)[CH:18]=[CH:17][N:16]=2)[CH:10]=1)(=[O:8])=[O:7])(C)(C)C.C(O)(C(F)(F)F)=O. (2) Given the product [O:28]1[CH2:29][CH2:30][N:25]([CH2:24][CH2:23][O:22][C:21]2[CH:31]=[CH:32][C:18]([C:16]3[S:17][C:10]4[C:11](=[N:12][CH:13]=[CH:14][C:9]=4[O:8][C:7]4[CH:6]=[CH:5][C:4]([NH2:1])=[CH:34][CH:33]=4)[CH:15]=3)=[CH:19][CH:20]=2)[CH2:26][CH2:27]1, predict the reactants needed to synthesize it. The reactants are: [N+:1]([C:4]1[CH:34]=[CH:33][C:7]([O:8][C:9]2[CH:14]=[CH:13][N:12]=[C:11]3[CH:15]=[C:16]([C:18]4[CH:32]=[CH:31][C:21]([O:22][CH2:23][CH2:24][N:25]5[CH2:30][CH2:29][O:28][CH2:27][CH2:26]5)=[CH:20][CH:19]=4)[S:17][C:10]=23)=[CH:6][CH:5]=1)([O-])=O.FC1C=C(N)C=CC=1OC1C=CN=C2C=C(C3C=CC=C(OCCN4CCOCC4)C=3)SC=12. (3) Given the product [O:1]1[C:5]2[CH:6]=[CH:7][CH:8]=[CH:9][C:4]=2[C:3]([NH:10][C:11]([N:13]2[CH2:18][CH2:17][N:16]([C:19]3[S:23][N:22]=[C:21]([N:24]4[CH2:25][CH2:26][CH:27]([C:30]([OH:32])=[O:31])[CH2:28][CH2:29]4)[N:20]=3)[CH2:15][CH2:14]2)=[O:12])=[N:2]1, predict the reactants needed to synthesize it. The reactants are: [O:1]1[C:5]2[CH:6]=[CH:7][CH:8]=[CH:9][C:4]=2[C:3]([NH:10][C:11]([N:13]2[CH2:18][CH2:17][N:16]([C:19]3[S:23][N:22]=[C:21]([N:24]4[CH2:29][CH2:28][CH:27]([C:30]([O:32]CC)=[O:31])[CH2:26][CH2:25]4)[N:20]=3)[CH2:15][CH2:14]2)=[O:12])=[N:2]1.[OH-].[Na+].O1CCCC1. (4) Given the product [Cl:1][C:2]1[CH:3]=[C:4]([C:8]2[S:18][CH:19]([CH3:23])[C:20]([CH3:21])([OH:22])[C:9]=2[C:10]([C:12]2[CH:13]=[N:14][CH:15]=[CH:16][CH:17]=2)=[O:11])[CH:5]=[CH:6][CH:7]=1, predict the reactants needed to synthesize it. The reactants are: [Cl:1][C:2]1[CH:3]=[C:4]([C:8]#[C:9][C:10]([C:12]2[CH:13]=[N:14][CH:15]=[CH:16][CH:17]=2)=[O:11])[CH:5]=[CH:6][CH:7]=1.[SH:18][CH:19]([CH3:23])[C:20](=[O:22])[CH3:21].N1CCOCC1. (5) Given the product [CH3:35][N:36]1[CH2:42][CH2:41][CH2:40][N:39]([C:7]2[CH:8]=[CH:9][C:10]([NH:13][C:14](=[O:34])[CH:15]([C:27]3[CH:32]=[CH:31][CH:30]=[CH:29][C:28]=3[CH3:33])[NH:16][C:17]([NH:19][C:20]3[CH:21]=[CH:22][C:23]([Cl:26])=[CH:24][CH:25]=3)=[O:18])=[CH:11][CH:12]=2)[CH2:38][CH2:37]1, predict the reactants needed to synthesize it. The reactants are: CN1CCN=C1[C:7]1[CH:12]=[CH:11][C:10]([NH:13][C:14](=[O:34])[CH:15]([C:27]2[CH:32]=[CH:31][CH:30]=[CH:29][C:28]=2[CH3:33])[NH:16][C:17]([NH:19][C:20]2[CH:25]=[CH:24][C:23]([Cl:26])=[CH:22][CH:21]=2)=[O:18])=[CH:9][CH:8]=1.[CH3:35][N:36]1[CH2:42][CH2:41][CH2:40][N:39](C2C=CC(N)=CC=2)[CH2:38][CH2:37]1.C(Cl)CCl.